From a dataset of Full USPTO retrosynthesis dataset with 1.9M reactions from patents (1976-2016). Predict the reactants needed to synthesize the given product. Given the product [C:1]([S:3][CH2:12][C@@H:11]1[C@@H:7]([OH:6])[CH2:8][N:9]([C:18]([O:20][C:21]([CH3:22])([CH3:24])[CH3:23])=[O:19])[CH2:10]1)(=[O:4])[CH3:2], predict the reactants needed to synthesize it. The reactants are: [C:1]([O-:4])(=[S:3])[CH3:2].[K+].[OH:6][C@@H:7]1[C@H:11]([CH2:12]OS(C)(=O)=O)[CH2:10][N:9]([C:18]([O:20][C:21]([CH3:24])([CH3:23])[CH3:22])=[O:19])[CH2:8]1.O.